From a dataset of Reaction yield outcomes from USPTO patents with 853,638 reactions. Predict the reaction yield, written as a fraction of the theoretical maximum amount of product (1.0 means a 100% yield; for example, 0.34 means a 34% yield). (1) The reactants are [OH:1][N:2]=[C:3](Cl)[C:4]1[C:8]([NH:9][CH2:10][CH2:11][O:12][CH3:13])=[N:7][O:6][N:5]=1.[F:15][C:16]([F:26])([F:25])[C:17]1[CH:18]=[C:19]([CH:21]=[CH:22][C:23]=1[F:24])[NH2:20]. No catalyst specified. The product is [F:24][C:23]1[CH:22]=[CH:21][C:19]([NH:20][C:3]([C:4]2[C:8]([NH:9][CH2:10][CH2:11][O:12][CH3:13])=[N:7][O:6][N:5]=2)=[N:2][OH:1])=[CH:18][C:17]=1[C:16]([F:15])([F:25])[F:26]. The yield is 1.00. (2) The reactants are [Br:1][C:2]1[C:3]([F:12])=[C:4]([CH:8]=[C:9]([Cl:11])[CH:10]=1)C(O)=O.CC[N:15]([CH:19](C)C)C(C)C.C1C=CC([O:28]P(OC2C=CC=CC=2)(N=[N+]=[N-])=O)=CC=1.[C:41]([OH:45])([CH3:44])([CH3:43])[CH3:42]. The yield is 0.570. The product is [Br:1][C:2]1[C:3]([F:12])=[C:4]([NH:15][C:19](=[O:28])[O:45][C:41]([CH3:44])([CH3:43])[CH3:42])[CH:8]=[C:9]([Cl:11])[CH:10]=1. The catalyst is C1(C)C=CC=CC=1. (3) The reactants are [F:1][C:2]([F:6])([F:5])[CH2:3][SH:4].[H-].[Na+].CS(O[CH2:14][CH:15]1[CH2:20][CH2:19][N:18]([C:21]([O:23][C:24]([CH3:27])([CH3:26])[CH3:25])=[O:22])[CH2:17][CH2:16]1)(=O)=O. The catalyst is CN(C=O)C.CCOC(C)=O. The product is [F:1][C:2]([F:6])([F:5])[CH2:3][S:4][CH2:14][CH:15]1[CH2:20][CH2:19][N:18]([C:21]([O:23][C:24]([CH3:25])([CH3:27])[CH3:26])=[O:22])[CH2:17][CH2:16]1. The yield is 0.820. (4) The reactants are [CH2:1]([C:11]1[CH:12]=[C:13]2[C:18](=[CH:19][CH:20]=1)[CH:17]=[C:16]([O:21]C)[C:15]([S:23][CH3:24])=[CH:14]2)[CH2:2][CH2:3][CH2:4][CH2:5][CH2:6][CH2:7][CH2:8][CH2:9][CH3:10].B(Br)(Br)Br. The catalyst is ClCCl. The product is [CH2:1]([C:11]1[CH:12]=[C:13]2[C:18](=[CH:19][CH:20]=1)[CH:17]=[C:16]([OH:21])[C:15]([S:23][CH3:24])=[CH:14]2)[CH2:2][CH2:3][CH2:4][CH2:5][CH2:6][CH2:7][CH2:8][CH2:9][CH3:10]. The yield is 0.720. (5) The catalyst is Cl.O.[Cu]Cl. The yield is 0.100. The reactants are [S:1]([Cl:4])(Cl)=[O:2].[CH3:5][NH:6][C:7]([C:9]1[CH:14]=[CH:13][C:12](N)=[CH:11][N:10]=1)=[O:8].N([O-])=[O:17].[Na+].S(Cl)(Cl)=O.O. The product is [CH3:5][NH:6][C:7]([C:9]1[N:10]=[CH:11][C:12]([S:1]([Cl:4])(=[O:2])=[O:17])=[CH:13][CH:14]=1)=[O:8]. (6) The reactants are [NH2:1][C:2]1[CH:3]=[C:4]2[C:9](=[CH:10][CH:11]=1)[CH:8]=[N:7][CH:6]=[CH:5]2.[H-].[Na+].[CH2:14]([O:21][C:22](Cl)=[O:23])[C:15]1[CH:20]=[CH:19][CH:18]=[CH:17][CH:16]=1. The catalyst is CN(C=O)C. The product is [CH2:14]([O:21][C:22](=[O:23])[NH:1][C:2]1[CH:3]=[C:4]2[C:9](=[CH:10][CH:11]=1)[CH:8]=[N:7][CH:6]=[CH:5]2)[C:15]1[CH:20]=[CH:19][CH:18]=[CH:17][CH:16]=1. The yield is 0.900. (7) The reactants are [F:1][C:2]1[CH:7]=[C:6]([F:8])[CH:5]=[CH:4][C:3]=1[C@@:9]1([CH2:13][N:14]2[CH:18]=[N:17][CH:16]=[N:15]2)[C@H:11]([CH3:12])[O:10]1.C([S:22][C@@H:23]1[CH2:28][O:27][C@@H:26](/[CH:29]=[CH:30]/[C:31]2[CH:36]=[CH:35][C:34]([C:37]([F:40])([F:39])[F:38])=[CH:33][CH:32]=2)[O:25][CH2:24]1)(=O)C. No catalyst specified. The product is [F:1][C:2]1[CH:7]=[C:6]([F:8])[CH:5]=[CH:4][C:3]=1[C@:9]([OH:10])([C@H:11]([S:22][C@@H:23]1[CH2:24][O:25][C@@H:26](/[CH:29]=[CH:30]/[C:31]2[CH:36]=[CH:35][C:34]([C:37]([F:40])([F:39])[F:38])=[CH:33][CH:32]=2)[O:27][CH2:28]1)[CH3:12])[CH2:13][N:14]1[CH:18]=[N:17][CH:16]=[N:15]1. The yield is 0.700. (8) The reactants are [CH2:1]([O:8][CH2:9][N:10]1[C:15](=[O:16])[C:14]([Br:17])=[N:13][N:12]([CH2:18][C:19](F)(F)C2C=CC=CC=2)[C:11]1=[O:28])[C:2]1[CH:7]=[CH:6][CH:5]=[CH:4][CH:3]=1.[O:29]1[CH2:34][CH2:33][N:32](CCO)[CH2:31][CH2:30]1. No catalyst specified. The product is [CH2:1]([O:8][CH2:9][N:10]1[C:15](=[O:16])[C:14]([Br:17])=[N:13][N:12]([CH2:18][CH2:19][N:32]2[CH2:33][CH2:34][O:29][CH2:30][CH2:31]2)[C:11]1=[O:28])[C:2]1[CH:3]=[CH:4][CH:5]=[CH:6][CH:7]=1. The yield is 0.820. (9) The reactants are Br[C:2]1[CH:3]=[C:4]([CH:29]=[CH:30][CH:31]=1)[C:5]([NH:7][C:8]1[N:9]=[N:10][C:11]([N:14]2[C:18]([C:19]([F:22])([F:21])[F:20])=[CH:17][C:16]([C:23]3[CH:24]=[N:25][CH:26]=[CH:27][CH:28]=3)=[N:15]2)=[CH:12][CH:13]=1)=[O:6].[CH3:32][O:33][C:34]1[CH:39]=[CH:38][C:37](B(O)O)=[CH:36][N:35]=1.C(=O)([O-])[O-].[Cs+].[Cs+]. The catalyst is CN(C)C=O.C1C=CC([P]([Pd]([P](C2C=CC=CC=2)(C2C=CC=CC=2)C2C=CC=CC=2)([P](C2C=CC=CC=2)(C2C=CC=CC=2)C2C=CC=CC=2)[P](C2C=CC=CC=2)(C2C=CC=CC=2)C2C=CC=CC=2)(C2C=CC=CC=2)C2C=CC=CC=2)=CC=1. The product is [CH3:32][O:33][C:34]1[N:35]=[CH:36][C:37]([C:2]2[CH:3]=[C:4]([CH:29]=[CH:30][CH:31]=2)[C:5]([NH:7][C:8]2[N:9]=[N:10][C:11]([N:14]3[C:18]([C:19]([F:20])([F:21])[F:22])=[CH:17][C:16]([C:23]4[CH:24]=[N:25][CH:26]=[CH:27][CH:28]=4)=[N:15]3)=[CH:12][CH:13]=2)=[O:6])=[CH:38][CH:39]=1. The yield is 0.240. (10) The reactants are [CH3:1][C:2]1[CH:7]=[CH:6][N:5]=[CH:4][C:3]=1[C:8]#[N:9].C[O:11][C:12](OC)(N(C)C)[CH3:13]. The catalyst is CN(C=O)C. The product is [CH2:1]([C:2]1[CH:7]=[CH:6][N:5]=[CH:4][C:3]=1[C:8]#[N:9])[C:12]([CH3:13])=[O:11]. The yield is 0.690.